Regression. Given a peptide amino acid sequence and an MHC pseudo amino acid sequence, predict their binding affinity value. This is MHC class II binding data. From a dataset of Peptide-MHC class II binding affinity with 134,281 pairs from IEDB. (1) The binding affinity (normalized) is 0.424. The MHC is DRB1_0401 with pseudo-sequence DRB1_0401. The peptide sequence is ACSLFLNYAVSFNYF. (2) The peptide sequence is DHTNFKYNYSVIEGG. The MHC is HLA-DPA10201-DPB10501 with pseudo-sequence HLA-DPA10201-DPB10501. The binding affinity (normalized) is 0.386. (3) The peptide sequence is AYPSVLGQTIRNSRW. The MHC is HLA-DQA10104-DQB10503 with pseudo-sequence HLA-DQA10104-DQB10503. The binding affinity (normalized) is 0.147.